Dataset: Reaction yield outcomes from USPTO patents with 853,638 reactions. Task: Predict the reaction yield, written as a fraction of the theoretical maximum amount of product (1.0 means a 100% yield; for example, 0.34 means a 34% yield). (1) The reactants are F[C:2]1[CH:23]=[CH:22][C:5]([CH2:6][N:7]2[C:11](=[O:12])[N:10]([C:13]3[S:17][C:16]([C:18]([OH:20])=O)=[C:15]([CH3:21])[CH:14]=3)[CH:9]=[N:8]2)=[CH:4][CH:3]=1.C(N1C(=O)N(C2SC(C(O)=O)=C(C)C=2)C=N1)C1C=CC=CC=1.[NH2:46][CH2:47][C:48]1[CH:49]=[N:50][CH:51]=[CH:52][CH:53]=1. No catalyst specified. The product is [CH2:6]([N:7]1[C:11](=[O:12])[N:10]([C:13]2[S:17][C:16]([C:18]([NH:46][CH2:47][C:48]3[CH:49]=[N:50][CH:51]=[CH:52][CH:53]=3)=[O:20])=[C:15]([CH3:21])[CH:14]=2)[CH:9]=[N:8]1)[C:5]1[CH:4]=[CH:3][CH:2]=[CH:23][CH:22]=1. The yield is 0.890. (2) The reactants are Cl[C:2]1[N:7]=[C:6]([N:8]2[CH2:13][CH2:12][O:11][CH2:10][CH2:9]2)[C:5]([S:14][CH3:15])=[CH:4][N:3]=1.[NH2:16][C:17]1[CH:22]=[CH:21][C:20](B2OC(C)(C)C(C)(C)O2)=[CH:19][CH:18]=1.C(=O)(O)[O-].[Na+].O1CCOCC1. The catalyst is CC(=O)OCC.C1C=CC([P]([Pd]([P](C2C=CC=CC=2)(C2C=CC=CC=2)C2C=CC=CC=2)([P](C2C=CC=CC=2)(C2C=CC=CC=2)C2C=CC=CC=2)[P](C2C=CC=CC=2)(C2C=CC=CC=2)C2C=CC=CC=2)(C2C=CC=CC=2)C2C=CC=CC=2)=CC=1.O. The product is [CH3:15][S:14][C:5]1[C:6]([N:8]2[CH2:13][CH2:12][O:11][CH2:10][CH2:9]2)=[N:7][C:2]([C:20]2[CH:21]=[CH:22][C:17]([NH2:16])=[CH:18][CH:19]=2)=[N:3][CH:4]=1. The yield is 0.490. (3) The reactants are C[O:2][C:3](=O)[N:4]([CH2:18][C:19]1[CH:24]=[CH:23][C:22]([C:25]#[N:26])=[CH:21][CH:20]=1)[C:5]1[CH:10]=[N:9][C:8]([CH3:11])=[C:7]2[O:12]C(C)(C)[O:14][CH2:15][C:6]=12.C(O)=O. The catalyst is C(O)C. The product is [OH:12][C:7]1[C:6]2[CH2:15][O:14][C:3](=[O:2])[N:4]([CH2:18][C:19]3[CH:24]=[CH:23][C:22]([C:25]#[N:26])=[CH:21][CH:20]=3)[C:5]=2[CH:10]=[N:9][C:8]=1[CH3:11]. The yield is 0.740.